From a dataset of Full USPTO retrosynthesis dataset with 1.9M reactions from patents (1976-2016). Predict the reactants needed to synthesize the given product. Given the product [Cl:1][C:2]1[N:9]=[C:8]([NH:28][C:25]2[CH:24]=[C:23]([CH:20]3[CH2:22][CH2:21]3)[NH:27][N:26]=2)[C:7]([F:11])=[C:6]([I:12])[C:3]=1[C:4]#[N:5], predict the reactants needed to synthesize it. The reactants are: [Cl:1][C:2]1[N:9]=[C:8](Cl)[C:7]([F:11])=[C:6]([I:12])[C:3]=1[C:4]#[N:5].CCN(CC)CC.[CH:20]1([C:23]2[NH:27][N:26]=[C:25]([NH2:28])[CH:24]=2)[CH2:22][CH2:21]1.